Dataset: Catalyst prediction with 721,799 reactions and 888 catalyst types from USPTO. Task: Predict which catalyst facilitates the given reaction. (1) Reactant: [OH:1][CH2:2][C:3]1[CH:4]=[C:5]([NH:9][C:10](=[O:12])[CH3:11])[CH:6]=[CH:7][CH:8]=1.[Cr](Cl)([O-])(=O)=O.[NH+]1C=CC=CC=1.CN(C)C=O. Product: [CH:2]([C:3]1[CH:4]=[C:5]([NH:9][C:10](=[O:12])[CH3:11])[CH:6]=[CH:7][CH:8]=1)=[O:1]. The catalyst class is: 4. (2) Reactant: [N:1]([CH2:4][CH2:5][CH2:6][CH2:7][CH2:8][C:9]([O:11]CC)=[O:10])=[N+:2]=[N-:3].[OH-].[K+].O. Product: [N:1]([CH2:4][CH2:5][CH2:6][CH2:7][CH2:8][C:9]([OH:11])=[O:10])=[N+:2]=[N-:3]. The catalyst class is: 5. (3) Reactant: [C:1]([O:5][C:6]([N:8]1[CH2:13][CH2:12][NH:11][CH2:10][CH2:9]1)=[O:7])([CH3:4])([CH3:3])[CH3:2].C([O-])([O-])=O.[K+].[K+].[F:20][C:21]([F:31])([F:30])[C:22]1[CH:23]=[C:24]([CH:27]=[CH:28][CH:29]=1)[CH2:25]Br.O. Product: [F:20][C:21]([F:30])([F:31])[C:22]1[CH:23]=[C:24]([CH:27]=[CH:28][CH:29]=1)[CH2:25][N:11]1[CH2:12][CH2:13][N:8]([C:6]([O:5][C:1]([CH3:4])([CH3:2])[CH3:3])=[O:7])[CH2:9][CH2:10]1. The catalyst class is: 163. (4) Reactant: [CH2:1]([N:8]1[CH2:12][C@@H:11]([N:13]([CH2:26][CH2:27][CH:28]([CH3:30])[CH3:29])[S:14]([C:17]2[CH:22]=[CH:21][C:20]([N+:23]([O-:25])=[O:24])=[CH:19][CH:18]=2)(=[O:16])=[O:15])[C@H:10]([NH:31][CH2:32][CH2:33][NH:34]C(=O)OC(C)(C)C)[CH2:9]1)[C:2]1[CH:7]=[CH:6][CH:5]=[CH:4][CH:3]=1. Product: [NH2:34][CH2:33][CH2:32][NH:31][C@@H:10]1[CH2:9][N:8]([CH2:1][C:2]2[CH:3]=[CH:4][CH:5]=[CH:6][CH:7]=2)[CH2:12][C@H:11]1[N:13]([CH2:26][CH2:27][CH:28]([CH3:30])[CH3:29])[S:14]([C:17]1[CH:18]=[CH:19][C:20]([N+:23]([O-:25])=[O:24])=[CH:21][CH:22]=1)(=[O:15])=[O:16]. The catalyst class is: 393. (5) Reactant: [C:1]([O:5][C:6]([NH:8][C@H:9]([CH3:13])[C:10]([OH:12])=O)=[O:7])([CH3:4])([CH3:3])[CH3:2].CN(C)CCCN=C=NCC.OC1C2N=NNC=2C=CC=1.Cl.[F:36][C@H:37]1[CH2:41][CH2:40][NH:39][CH2:38]1.C(N(CC)C(C)C)(C)C. Product: [C:1]([O:5][C:6](=[O:7])[NH:8][C@H:9]([CH3:13])[C:10]([N:39]1[CH2:40][CH2:41][C@H:37]([F:36])[CH2:38]1)=[O:12])([CH3:2])([CH3:3])[CH3:4]. The catalyst class is: 39. (6) Reactant: [H-].[Na+].[Cl:3][C:4]1[CH:5]=[CH:6][C:7]([CH2:10][OH:11])=[N:8][CH:9]=1.I[CH3:13]. Product: [Cl:3][C:4]1[CH:5]=[CH:6][C:7]([CH2:10][O:11][CH3:13])=[N:8][CH:9]=1. The catalyst class is: 1. (7) Reactant: [Cl:1][C:2]1[C:8]([I:9])=[CH:7][C:5]([NH2:6])=[C:4]([O:10][CH3:11])[CH:3]=1.[H-].[Na+].[C:14]([O:18][C:19]([N:21]1[CH2:26][CH2:25][N:24]([CH2:27][CH2:28]Br)[CH2:23][CH2:22]1)=[O:20])([CH3:17])([CH3:16])[CH3:15]. Product: [Cl:1][C:2]1[C:8]([I:9])=[CH:7][C:5]([NH:6][CH2:28][CH2:27][N:24]2[CH2:25][CH2:26][N:21]([C:19]([O:18][C:14]([CH3:15])([CH3:17])[CH3:16])=[O:20])[CH2:22][CH2:23]2)=[C:4]([O:10][CH3:11])[CH:3]=1. The catalyst class is: 1.